Dataset: Reaction yield outcomes from USPTO patents with 853,638 reactions. Task: Predict the reaction yield, written as a fraction of the theoretical maximum amount of product (1.0 means a 100% yield; for example, 0.34 means a 34% yield). (1) The reactants are [NH2:1][C:2]1[CH:3]=[C:4]([CH:8]=[C:9]([Cl:12])[C:10]=1[NH2:11])[C:5]([O-:7])=[O:6].[C:13](C1NC=CN=1)(C1NC=CN=1)=[O:14].O1CCC[CH2:26]1. No catalyst specified. The product is [Cl:12][C:9]1[C:10]2[NH:11][C:13](=[O:14])[NH:1][C:2]=2[CH:3]=[C:4]([C:5]([O:7][CH3:26])=[O:6])[CH:8]=1. The yield is 0.820. (2) The reactants are [CH3:1][C@H:2]1[C:10]2[C:9](O)=[N:8][CH:7]=[N:6][C:5]=2[CH2:4][CH2:3]1.O=P(Cl)(Cl)[Cl:14]. No catalyst specified. The product is [Cl:14][C:9]1[C:10]2[C@H:2]([CH3:1])[CH2:3][CH2:4][C:5]=2[N:6]=[CH:7][N:8]=1. The yield is 0.490. (3) The product is [F:3][C:4]1[CH:5]=[CH:6][C:7]([N:10]2[CH2:15][CH2:14][N:13]([S:17]([CH3:16])(=[O:19])=[O:18])[CH2:12][CH2:11]2)=[CH:8][CH:9]=1. The reactants are Cl.Cl.[F:3][C:4]1[CH:9]=[CH:8][C:7]([N:10]2[CH2:15][CH2:14][NH:13][CH2:12][CH2:11]2)=[CH:6][CH:5]=1.[CH3:16][S:17](Cl)(=[O:19])=[O:18].O. The catalyst is C(Cl)Cl. The yield is 0.760. (4) The yield is 0.300. The product is [CH2:40]([N:47]1[CH2:51][CH2:50][N:49]([C@@H:52]([C:56]([CH3:58])([CH3:57])[CH3:59])[C:53]([NH:1][C@@H:2]([CH2:33][C:34]2[CH:35]=[CH:36][CH:37]=[CH:38][CH:39]=2)[CH2:3][C@H:4]([OH:32])[C@@H:5]([NH:19][C:20]([C@@H:22]([NH:27][C:28](=[O:31])[O:29][CH3:30])[C:23]([CH3:25])([CH3:26])[CH3:24])=[O:21])[CH2:6][C:7]2[CH:12]=[CH:11][C:10]([C:13]3[CH:18]=[CH:17][CH:16]=[CH:15][N:14]=3)=[CH:9][CH:8]=2)=[O:54])[C:48]1=[O:60])[C:41]1[CH:42]=[CH:43][CH:44]=[CH:45][CH:46]=1. The reactants are [NH2:1][C@@H:2]([CH2:33][C:34]1[CH:39]=[CH:38][CH:37]=[CH:36][CH:35]=1)[CH2:3][C@H:4]([OH:32])[C@@H:5]([NH:19][C:20]([C@@H:22]([NH:27][C:28](=[O:31])[O:29][CH3:30])[C:23]([CH3:26])([CH3:25])[CH3:24])=[O:21])[CH2:6][C:7]1[CH:12]=[CH:11][C:10]([C:13]2[CH:18]=[CH:17][CH:16]=[CH:15][N:14]=2)=[CH:9][CH:8]=1.[CH2:40]([N:47]1[CH2:51][CH2:50][N:49]([C@@H:52]([C:56]([CH3:59])([CH3:58])[CH3:57])[C:53](O)=[O:54])[C:48]1=[O:60])[C:41]1[CH:46]=[CH:45][CH:44]=[CH:43][CH:42]=1.CCOP(ON1N=NC2C=CC=CC=2C1=O)(OCC)=O.C(N(CC)C(C)C)(C)C. The catalyst is C1COCC1. (5) The reactants are [CH3:1][N:2]1[C:6]([C:7]2[CH:8]=[C:9]([C:13]([OH:15])=O)[S:10][C:11]=2[CH3:12])=[C:5]([CH3:16])[CH:4]=[N:3]1.[NH2:17][C@@H:18]([CH2:31][C:32]1[CH:37]=[C:36]([F:38])[CH:35]=[CH:34][C:33]=1[F:39])[CH2:19][N:20]1[C:28](=[O:29])[C:27]2[C:22](=[CH:23][CH:24]=[CH:25][CH:26]=2)[C:21]1=[O:30].FC1C=CC=C(F)C=1C[C@@H](C(O)=O)N.C1CN([P+](Br)(N2CCCC2)N2CCCC2)CC1.F[P-](F)(F)(F)(F)F.CCN(C(C)C)C(C)C. The catalyst is C(Cl)(Cl)Cl. The product is [F:39][C:33]1[CH:34]=[CH:35][C:36]([F:38])=[CH:37][C:32]=1[CH2:31][C@H:18]([NH:17][C:13]([C:9]1[S:10][C:11]([CH3:12])=[C:7]([C:6]2[N:2]([CH3:1])[N:3]=[CH:4][C:5]=2[CH3:16])[CH:8]=1)=[O:15])[CH2:19][N:20]1[C:28](=[O:29])[C:27]2[C:22](=[CH:23][CH:24]=[CH:25][CH:26]=2)[C:21]1=[O:30]. The yield is 0.620. (6) The reactants are Br.[Br:2][CH2:3][CH2:4][NH2:5].[OH-].[Na+].Cl[C:9]([O:11][CH2:12][C:13]1[CH:18]=[CH:17][CH:16]=[CH:15][CH:14]=1)=[O:10].O. The catalyst is O1CCOCC1. The product is [Br:2][CH2:3][CH2:4][NH:5][C:9](=[O:10])[O:11][CH2:12][C:13]1[CH:18]=[CH:17][CH:16]=[CH:15][CH:14]=1. The yield is 0.950. (7) The reactants are [OH:1][C:2]1[CH:7]=[CH:6][C:5]([S:8][CH2:9][CH2:10][CH2:11][C:12]([OH:14])=O)=[CH:4][CH:3]=1.[OH:15][CH2:16][CH2:17][NH:18][CH2:19][C:20]1[CH:25]=[CH:24][CH:23]=[CH:22][C:21]=1[O:26][CH3:27]. No catalyst specified. The product is [OH:15][CH2:16][CH2:17][N:18]([CH2:19][C:20]1[CH:25]=[CH:24][CH:23]=[CH:22][C:21]=1[O:26][CH3:27])[C:12](=[O:14])[CH2:11][CH2:10][CH2:9][S:8][C:5]1[CH:4]=[CH:3][C:2]([OH:1])=[CH:7][CH:6]=1. The yield is 0.320.